From a dataset of Full USPTO retrosynthesis dataset with 1.9M reactions from patents (1976-2016). Predict the reactants needed to synthesize the given product. Given the product [C:1]([NH:5][C:6]1[O:7][C:8]([C:11]2[CH:12]=[C:13]3[C:17](=[CH:18][CH:19]=2)[N:16]([S:20]([C:23]2[CH:29]=[CH:28][C:26]([CH3:27])=[CH:25][CH:24]=2)(=[O:22])=[O:21])[CH:15]=[C:14]3[C:40]2[N:45]=[C:44]([CH:46]3[CH2:48][CH2:47]3)[C:43]([F:49])=[CH:42][N:41]=2)=[N:9][N:10]=1)([CH3:4])([CH3:2])[CH3:3], predict the reactants needed to synthesize it. The reactants are: [C:1]([NH:5][C:6]1[O:7][C:8]([C:11]2[CH:12]=[C:13]3[C:17](=[CH:18][CH:19]=2)[N:16]([S:20]([C:23]2[CH:29]=[CH:28][C:26]([CH3:27])=[CH:25][CH:24]=2)(=[O:22])=[O:21])[CH:15]=[C:14]3B2OC(C)(C)C(C)(C)O2)=[N:9][N:10]=1)([CH3:4])([CH3:3])[CH3:2].Cl[C:40]1[N:45]=[C:44]([CH:46]2[CH2:48][CH2:47]2)[C:43]([F:49])=[CH:42][N:41]=1.P([O-])([O-])([O-])=O.[K+].[K+].[K+].